This data is from Reaction yield outcomes from USPTO patents with 853,638 reactions. The task is: Predict the reaction yield, written as a fraction of the theoretical maximum amount of product (1.0 means a 100% yield; for example, 0.34 means a 34% yield). The reactants are Br[C:2]1[CH:3]=[C:4]([S:8]([NH:11][CH3:12])(=[O:10])=[O:9])[CH:5]=[CH:6][CH:7]=1.[B:13]1([B:13]2[O:17][C:16]([CH3:19])([CH3:18])[C:15]([CH3:21])([CH3:20])[O:14]2)[O:17][C:16]([CH3:19])([CH3:18])[C:15]([CH3:21])([CH3:20])[O:14]1.CC([O-])=O.[K+]. The catalyst is O1CCOCC1.C1C=CC(P(C2C=CC=CC=2)[C-]2C=CC=C2)=CC=1.C1C=CC(P(C2C=CC=CC=2)[C-]2C=CC=C2)=CC=1.Cl[Pd]Cl.[Fe+2].C1C=CC(P(C2C=CC=CC=2)[C-]2C=CC=C2)=CC=1.C1C=CC(P(C2C=CC=CC=2)[C-]2C=CC=C2)=CC=1.[Fe+2]. The product is [CH3:12][NH:11][S:8]([C:4]1[CH:5]=[CH:6][CH:7]=[C:2]([B:13]2[O:17][C:16]([CH3:19])([CH3:18])[C:15]([CH3:21])([CH3:20])[O:14]2)[CH:3]=1)(=[O:10])=[O:9]. The yield is 0.650.